Dataset: Forward reaction prediction with 1.9M reactions from USPTO patents (1976-2016). Task: Predict the product of the given reaction. (1) The product is: [F:21][C:22]1[CH:28]=[CH:27][C:25]([NH:26][C:4]([C:1]2([C:7]([OH:9])=[O:8])[CH2:3][CH2:2]2)=[O:5])=[CH:24][CH:23]=1. Given the reactants [C:1]1([C:7]([OH:9])=[O:8])([C:4](O)=[O:5])[CH2:3][CH2:2]1.C(N(CC)CC)C.S(Cl)(Cl)=O.[F:21][C:22]1[CH:28]=[CH:27][C:25]([NH2:26])=[CH:24][CH:23]=1.C(OC(C)C)(=O)C.[OH-].[Na+], predict the reaction product. (2) Given the reactants [OH:1][CH2:2][CH2:3][O:4][NH:5][C:6]([C:8]1[C:9]([NH:18][C:19]2[CH:24]=[CH:23][C:22]([Br:25])=[CH:21][C:20]=2[Cl:26])=[C:10]([Cl:17])[C:11]2[N:12]([CH:14]=[CH:15][N:16]=2)[CH:13]=1)=[O:7].N1C=NN=N1.C(N(C(C)C)[P:36]([O:42]C(C)(C)C)[O:37]C(C)(C)C)(C)C.C([O:54]O)(C)(C)C, predict the reaction product. The product is: [Br:25][C:22]1[CH:23]=[CH:24][C:19]([NH:18][C:9]2[C:8]([C:6]([NH:5][O:4][CH2:3][CH2:2][O:1][P:36](=[O:42])([OH:54])[OH:37])=[O:7])=[CH:13][N:12]3[CH:14]=[CH:15][N:16]=[C:11]3[C:10]=2[Cl:17])=[C:20]([Cl:26])[CH:21]=1. (3) Given the reactants O[Li].O.[O:4]=[C:5]1[CH2:9][CH2:8][CH2:7][N:6]1[C:10]1[O:11][C:12]([C:19]([O:21]CC)=[O:20])=[C:13]([C:15]([F:18])([F:17])[F:16])[N:14]=1.Cl, predict the reaction product. The product is: [O:4]=[C:5]1[CH2:9][CH2:8][CH2:7][N:6]1[C:10]1[O:11][C:12]([C:19]([OH:21])=[O:20])=[C:13]([C:15]([F:18])([F:17])[F:16])[N:14]=1. (4) The product is: [CH2:1]([O:8][C:9]1[C:32]([O:33][CH3:34])=[CH:31][C:12]2[C:13](=[O:30])[N:14]3[CH2:29][CH2:28][CH2:27][CH:15]3[CH:16]=[N:17][C:11]=2[C:10]=1[O:35][CH3:36])[C:2]1[CH:3]=[CH:4][CH:5]=[CH:6][CH:7]=1. Given the reactants [CH2:1]([O:8][C:9]1[C:32]([O:33][CH3:34])=[CH:31][C:12]2[C:13](=[O:30])[N:14]3[CH2:29][CH2:28][CH2:27][C@H:15]3[C@H:16](O)[N:17](C(OCC(Cl)(Cl)Cl)=O)[C:11]=2[C:10]=1[O:35][CH3:36])[C:2]1[CH:7]=[CH:6][CH:5]=[CH:4][CH:3]=1, predict the reaction product. (5) Given the reactants [NH:1]([C:8]1[N:9]([C:21]2[CH:26]=[CH:25][CH:24]=[CH:23][CH:22]=2)[C:10]2[C:15]([C:16](=[O:18])[CH:17]=1)=[CH:14][C:13]([F:19])=[C:12](Cl)[N:11]=2)[C:2]1[CH:7]=[CH:6][CH:5]=[CH:4][CH:3]=1.[Cl-].C[Zn+].[CH2:30](N(CC(O)=O)CC(O)=O)CN(CC(O)=O)CC(O)=O, predict the reaction product. The product is: [NH:1]([C:8]1[N:9]([C:21]2[CH:26]=[CH:25][CH:24]=[CH:23][CH:22]=2)[C:10]2[C:15]([C:16](=[O:18])[CH:17]=1)=[CH:14][C:13]([F:19])=[C:12]([CH3:30])[N:11]=2)[C:2]1[CH:7]=[CH:6][CH:5]=[CH:4][CH:3]=1. (6) Given the reactants [CH:1]1([CH:4]([C:10]2[CH:11]=[C:12]([CH:32]=[CH:33][CH:34]=2)[O:13][CH2:14][CH:15]2[CH2:20][CH2:19][N:18]([C:21]3[CH:29]=[C:28]([O:30][CH3:31])[CH:27]=[CH:26][C:22]=3[C:23](O)=[O:24])[CH2:17][CH2:16]2)[CH2:5][C:6]([O:8]C)=[O:7])[CH2:3][CH2:2]1.[CH:35]1([CH2:42][NH2:43])[CH2:41][CH2:40][CH2:39][CH2:38][CH2:37][CH2:36]1.C(N(C(C)C)C(C)C)C.F[P-](F)(F)(F)(F)F.N1(OC(N(C)C)=[N+](C)C)C2N=CC=CC=2N=N1.C(=O)([O-])O.[Na+], predict the reaction product. The product is: [CH:35]1([CH2:42][NH:43][C:23]([C:22]2[CH:26]=[CH:27][C:28]([O:30][CH3:31])=[CH:29][C:21]=2[N:18]2[CH2:19][CH2:20][CH:15]([CH2:14][O:13][C:12]3[CH:11]=[C:10]([CH:4]([CH:1]4[CH2:3][CH2:2]4)[CH2:5][C:6]([OH:8])=[O:7])[CH:34]=[CH:33][CH:32]=3)[CH2:16][CH2:17]2)=[O:24])[CH2:41][CH2:40][CH2:39][CH2:38][CH2:37][CH2:36]1. (7) The product is: [NH2:1][C:2]1[N:6]([CH2:7][C:8]([NH2:16])=[O:9])[N:5]=[CH:4][C:3]=1[N+:13]([O-:15])=[O:14]. Given the reactants [NH2:1][C:2]1[N:6]([CH2:7][C:8](OCC)=[O:9])[N:5]=[CH:4][C:3]=1[N+:13]([O-:15])=[O:14].[NH3:16], predict the reaction product. (8) Given the reactants [C:1]1([C:7]2([CH3:10])[O:9][CH2:8]2)[CH:6]=[CH:5][CH:4]=[CH:3][CH:2]=1.[CH2:11]([NH2:13])[CH3:12], predict the reaction product. The product is: [CH2:11]([NH:13][CH2:8][C:7]([C:1]1[CH:6]=[CH:5][CH:4]=[CH:3][CH:2]=1)([OH:9])[CH3:10])[CH3:12].